Dataset: Full USPTO retrosynthesis dataset with 1.9M reactions from patents (1976-2016). Task: Predict the reactants needed to synthesize the given product. (1) Given the product [CH3:35][C:21]1[N:20]=[N:19][N:18]([C:15]2[CH:14]=[CH:13][C:12]([CH:9]3[CH2:10][CH2:11][CH:6]([CH2:5][C:4]([OH:36])=[O:3])[CH2:7][CH2:8]3)=[CH:17][CH:16]=2)[C:22]=1[NH:23][C:24]([O:26][C@@H:27]([C:29]1[CH:34]=[CH:33][CH:32]=[CH:31][CH:30]=1)[CH3:28])=[O:25], predict the reactants needed to synthesize it. The reactants are: C([O:3][C:4](=[O:36])[CH2:5][CH:6]1[CH2:11][CH2:10][CH:9]([C:12]2[CH:17]=[CH:16][C:15]([N:18]3[C:22]([NH:23][C:24]([O:26][C@@H:27]([C:29]4[CH:34]=[CH:33][CH:32]=[CH:31][CH:30]=4)[CH3:28])=[O:25])=[C:21]([CH3:35])[N:20]=[N:19]3)=[CH:14][CH:13]=2)[CH2:8][CH2:7]1)C.[OH-].[Na+]. (2) Given the product [Cl:1][C:2]1[CH:3]=[C:4]([N:9]([CH2:10][C:11]2[C:20]3[C:15](=[C:16]([F:22])[C:17]([F:21])=[CH:18][CH:19]=3)[NH:14][C:13](=[O:23])[CH:12]=2)[C:31](=[O:32])[C:30]2[C:25]([CH3:24])=[CH:26][CH:27]=[N:28][CH:29]=2)[CH:5]=[CH:6][C:7]=1[F:8], predict the reactants needed to synthesize it. The reactants are: [Cl:1][C:2]1[CH:3]=[C:4]([NH:9][CH2:10][C:11]2[C:20]3[C:15](=[C:16]([F:22])[C:17]([F:21])=[CH:18][CH:19]=3)[NH:14][C:13](=[O:23])[CH:12]=2)[CH:5]=[CH:6][C:7]=1[F:8].[CH3:24][C:25]1[C:30]([C:31](O)=[O:32])=[CH:29][N:28]=[CH:27][CH:26]=1.